From a dataset of Full USPTO retrosynthesis dataset with 1.9M reactions from patents (1976-2016). Predict the reactants needed to synthesize the given product. (1) Given the product [Br:26][CH2:13][C:10]1[CH:11]=[N:12][C:2]([Cl:1])=[C:3]([CH:9]=1)[C:4]([O:6][CH2:7][CH3:8])=[O:5], predict the reactants needed to synthesize it. The reactants are: [Cl:1][C:2]1[N:12]=[CH:11][C:10]([CH3:13])=[CH:9][C:3]=1[C:4]([O:6][CH2:7][CH3:8])=[O:5].N(C(C)(C)C#N)=NC(C)(C)C#N.[Br:26]N1C(=O)CCC1=O.[Cl-].[Na+]. (2) The reactants are: Br[C:2]1[C:3](=[O:14])[O:4][C:5]2[C:10]([C:11]=1[CH3:12])=[CH:9][CH:8]=[C:7]([OH:13])[CH:6]=2.[O:15]1[CH2:20][CH2:19][N:18]([CH2:21][CH2:22][NH:23][C:24]([C:26]2[CH:31]=[CH:30][C:29](B(O)O)=[CH:28][CH:27]=2)=[O:25])[CH2:17][CH2:16]1. Given the product [OH:13][C:7]1[CH:6]=[C:5]2[C:10]([C:11]([CH3:12])=[C:2]([C:29]3[CH:30]=[CH:31][C:26]([C:24]([NH:23][CH2:22][CH2:21][N:18]4[CH2:19][CH2:20][O:15][CH2:16][CH2:17]4)=[O:25])=[CH:27][CH:28]=3)[C:3](=[O:14])[O:4]2)=[CH:9][CH:8]=1, predict the reactants needed to synthesize it. (3) The reactants are: [CH2:1]([N:4]([CH2:26][CH:27]=C)[C:5]([C:7]1([N:20]2[CH2:25][CH2:24][CH2:23][CH2:22][CH2:21]2)[CH2:12][CH2:11][N:10]([CH2:13][C:14]2[CH:19]=[CH:18][CH:17]=[CH:16][CH:15]=2)[CH2:9][CH2:8]1)=[O:6])[CH:2]=C. Given the product [CH2:13]([N:10]1[CH2:11][CH2:12][C:7]([C:5]([N:4]2[CH2:26][CH:27]=[CH:2][CH2:1]2)=[O:6])([N:20]2[CH2:25][CH2:24][CH2:23][CH2:22][CH2:21]2)[CH2:8][CH2:9]1)[C:14]1[CH:19]=[CH:18][CH:17]=[CH:16][CH:15]=1, predict the reactants needed to synthesize it. (4) Given the product [OH:4][C@H:3]([C:5]1[CH:10]=[CH:9][CH:8]=[CH:7][C:6]=1[O:11][CH3:12])[C@H:2]([NH:1][C:28](=[O:36])[CH2:29][CH2:30][CH2:31][CH2:32][CH2:33][CH2:34][CH3:35])[CH2:13][N:14]1[CH2:15][CH2:16][CH2:17][CH2:18]1, predict the reactants needed to synthesize it. The reactants are: [NH2:1][C@H:2]([CH2:13][N:14]1[CH2:18][CH2:17][CH2:16][CH2:15]1)[C@@H:3]([C:5]1[CH:10]=[CH:9][CH:8]=[CH:7][C:6]=1[O:11][CH3:12])[OH:4].CCN(C(C)C)C(C)C.[C:28](Cl)(=[O:36])[CH2:29][CH2:30][CH2:31][CH2:32][CH2:33][CH2:34][CH3:35]. (5) Given the product [CH2:11]([S:10][C:6]1[CH:5]=[C:4]([CH:9]=[CH:8][CH:7]=1)[NH2:3])[C:12]1[CH:17]=[CH:16][CH:15]=[CH:14][CH:13]=1, predict the reactants needed to synthesize it. The reactants are: [OH-].[Na+].[NH2:3][C:4]1[CH:5]=[C:6]([SH:10])[CH:7]=[CH:8][CH:9]=1.[CH2:11](Cl)[C:12]1[CH:17]=[CH:16][CH:15]=[CH:14][CH:13]=1. (6) Given the product [OH:1][C@H:2]1[CH2:26][C@@H:25]2[C@:12]([CH3:28])([CH2:13][CH2:14][C@H:15]3[C@H:24]2[CH2:23][CH2:22][CH:21]2[C@:16]3([CH3:27])[CH2:17][CH2:18][CH2:19][CH2:20]2)[C@H:3]1[C@H:4]([CH3:11])[CH2:5][CH2:6][CH2:7][CH:8]([CH3:10])[CH3:9], predict the reactants needed to synthesize it. The reactants are: [OH:1][C@H:2]1[CH2:26][C@@H:25]2[C@:12]([CH3:28])([CH2:13][CH2:14][C@H:15]3[C@H:24]2[CH2:23][CH:22]=[C:21]2[C@:16]3([CH3:27])[CH2:17][CH2:18][CH2:19][CH2:20]2)[C@H:3]1[C@H:4]([CH3:11])[CH2:5][CH2:6][CH2:7][CH:8]([CH3:10])[CH3:9].